Task: Predict the reactants needed to synthesize the given product.. Dataset: Full USPTO retrosynthesis dataset with 1.9M reactions from patents (1976-2016) The reactants are: [C:1]1([NH2:8])[CH:6]=[CH:5][CH:4]=[CH:3][C:2]=1[NH2:7].[CH2:9]([NH:12][C:13](=[O:39])[CH2:14][CH2:15][CH2:16][CH2:17][CH2:18][O:19][C:20]1[CH:33]=[CH:32][C:31]2[C:30]3([CH3:34])[CH:25]([C:26]([CH3:36])([CH3:35])[CH2:27][CH2:28][CH2:29]3)[C:24](=O)[C:23](=O)[C:22]=2[CH:21]=1)[C:10]#[CH:11]. Given the product [CH2:9]([NH:12][C:13](=[O:39])[CH2:14][CH2:15][CH2:16][CH2:17][CH2:18][O:19][C:20]1[CH:33]=[CH:32][C:31]2[C:30]3([CH3:34])[CH2:29][CH2:28][CH2:27][C:26]([CH3:35])([CH3:36])[CH:25]3[C:24]3[C:23](=[N:7][C:2]4[C:1]([N:8]=3)=[CH:6][CH:5]=[CH:4][CH:3]=4)[C:22]=2[CH:21]=1)[C:10]#[CH:11], predict the reactants needed to synthesize it.